From a dataset of Catalyst prediction with 721,799 reactions and 888 catalyst types from USPTO. Predict which catalyst facilitates the given reaction. (1) Reactant: [OH:1][C@H:2]1[CH2:6][N:5]([C:7]([O:9][C:10]([CH3:13])([CH3:12])[CH3:11])=[O:8])[C@@H:4]([C:14]([O:16][CH3:17])=[O:15])[CH2:3]1.[CH:18]1[CH:23]=[CH:22][C:21]([CH2:24]Br)=[CH:20][CH:19]=1.CCOCC. Product: [CH2:24]([O:1][C@H:2]1[CH2:6][N:5]([C:7]([O:9][C:10]([CH3:11])([CH3:12])[CH3:13])=[O:8])[C@H:4]([C:14]([O:16][CH3:17])=[O:15])[CH2:3]1)[C:21]1[CH:22]=[CH:23][CH:18]=[CH:19][CH:20]=1. The catalyst class is: 3. (2) Reactant: [CH2:1]([O:8][C:9]1[CH:10]=[C:11]([CH:16]=[C:17]([O:19][CH3:20])[CH:18]=1)[C:12]([O:14]C)=[O:13])[C:2]1[CH:7]=[CH:6][CH:5]=[CH:4][CH:3]=1.[OH-].[Li+]. Product: [CH2:1]([O:8][C:9]1[CH:10]=[C:11]([CH:16]=[C:17]([O:19][CH3:20])[CH:18]=1)[C:12]([OH:14])=[O:13])[C:2]1[CH:3]=[CH:4][CH:5]=[CH:6][CH:7]=1. The catalyst class is: 20. (3) Reactant: [C:1]([OH:8])(=[O:7])[CH2:2][CH2:3][CH2:4][CH:5]=[CH2:6].C(O)/C=C\[CH2:12][OH:13]. Product: [OH:13][CH2:12][CH:6]=[CH:5][CH2:4][CH2:3][CH2:2][C:1]([OH:8])=[O:7]. The catalyst class is: 7.